Dataset: Full USPTO retrosynthesis dataset with 1.9M reactions from patents (1976-2016). Task: Predict the reactants needed to synthesize the given product. (1) Given the product [C:41]([C:36]1([C@H:34]([NH:33][C:21]([C:20]2[C:14]3[C:15](=[N:16][CH:17]=[C:12]([C:6]4[C:5]5[C:9](=[CH:10][C:2]([F:1])=[CH:3][CH:4]=5)[N:8]([CH3:11])[N:7]=4)[N:13]=3)[N:18]([CH2:24][O:25][CH2:26][CH2:27][Si:28]([CH3:30])([CH3:29])[CH3:31])[CH:19]=2)=[O:23])[CH3:35])[CH2:40][CH2:39][CH2:38][CH2:37]1)#[N:42], predict the reactants needed to synthesize it. The reactants are: [F:1][C:2]1[CH:10]=[C:9]2[C:5]([C:6]([C:12]3[N:13]=[C:14]4[C:20]([C:21]([OH:23])=O)=[CH:19][N:18]([CH2:24][O:25][CH2:26][CH2:27][Si:28]([CH3:31])([CH3:30])[CH3:29])[C:15]4=[N:16][CH:17]=3)=[N:7][N:8]2[CH3:11])=[CH:4][CH:3]=1.Cl.[NH2:33][C@@H:34]([C:36]1([C:41]#[N:42])[CH2:40][CH2:39][CH2:38][CH2:37]1)[CH3:35].C(Cl)CCl.C1C=CC2N(O)N=NC=2C=1.CCN(C(C)C)C(C)C. (2) The reactants are: [CH3:1][O:2][C:3]1[CH:10]=[C:9]([O:11][CH3:12])[CH:8]=[CH:7][C:4]=1[CH:5]=O.S([O-])([O-])(=O)=O.[Na+].[Na+].[S:20]1[CH:24]=[CH:23][CH:22]=[C:21]1[CH2:25][CH2:26][NH2:27].[BH4-].[Na+]. Given the product [CH3:1][O:2][C:3]1[CH:10]=[C:9]([O:11][CH3:12])[CH:8]=[CH:7][C:4]=1[CH2:5][NH:27][CH2:26][CH2:25][C:21]1[S:20][CH:24]=[CH:23][CH:22]=1, predict the reactants needed to synthesize it. (3) The reactants are: [N:1]1([C:7]2[CH:12]=[CH:11][C:10]([NH:13][C:14]3[C:23]4[C:18](=[CH:19][CH:20]=[C:21]([C:24](O)=[O:25])[CH:22]=4)[N:17]=[CH:16][N:15]=3)=[CH:9][CH:8]=2)[CH2:6][CH2:5][O:4][CH2:3][CH2:2]1.C(N(CC)CC)C.[CH3:34][O:35][C:36]1[CH:43]=[CH:42][C:39]([CH2:40][NH2:41])=[CH:38][CH:37]=1.O. Given the product [CH3:34][O:35][C:36]1[CH:43]=[CH:42][C:39]([CH2:40][NH:41][C:24]([C:21]2[CH:22]=[C:23]3[C:18](=[CH:19][CH:20]=2)[N:17]=[CH:16][N:15]=[C:14]3[NH:13][C:10]2[CH:11]=[CH:12][C:7]([N:1]3[CH2:2][CH2:3][O:4][CH2:5][CH2:6]3)=[CH:8][CH:9]=2)=[O:25])=[CH:38][CH:37]=1, predict the reactants needed to synthesize it.